From a dataset of Catalyst prediction with 721,799 reactions and 888 catalyst types from USPTO. Predict which catalyst facilitates the given reaction. (1) Reactant: [C:1]([O:5][C:6]([NH:8][C@@H:9]([C:19]([OH:21])=O)[CH2:10][C:11]1[CH:16]=[CH:15][C:14]([F:17])=[C:13]([F:18])[CH:12]=1)=[O:7])([CH3:4])([CH3:3])[CH3:2].CCN(C(C)C)C(C)C.Cl.[CH3:32][O:33][C:34]1[CH:35]=[C:36]([C:42]2[C@@H:51]3[C@@H:46]([CH2:47][CH2:48][CH2:49][CH2:50]3)[C:45](=[O:52])[N:44]([CH:53]3[CH2:58][CH2:57][NH:56][CH2:55][CH2:54]3)[N:43]=2)[CH:37]=[CH:38][C:39]=1[O:40][CH3:41].CCOC(C(C#N)=NOC(N1CCOCC1)=[N+](C)C)=O.F[P-](F)(F)(F)(F)F.C(=O)(O)[O-].[Na+]. Product: [F:18][C:13]1[CH:12]=[C:11]([CH2:10][C@@H:9]([NH:8][C:6](=[O:7])[O:5][C:1]([CH3:2])([CH3:3])[CH3:4])[C:19]([N:56]2[CH2:57][CH2:58][CH:53]([N:44]3[N:43]=[C:42]([C:36]4[CH:37]=[CH:38][C:39]([O:40][CH3:41])=[C:34]([O:33][CH3:32])[CH:35]=4)[C@@H:51]4[C@@H:46]([CH2:47][CH2:48][CH2:49][CH2:50]4)[C:45]3=[O:52])[CH2:54][CH2:55]2)=[O:21])[CH:16]=[CH:15][C:14]=1[F:17]. The catalyst class is: 2. (2) Reactant: [Cl:1][C:2]1[CH:3]=[C:4]2[C:9](=[CH:10][C:11]=1[CH2:12][C:13]1[CH:18]=[CH:17][C:16]([CH:19]=[O:20])=[CH:15][CH:14]=1)[O:8][CH:7]([C:21]([F:24])([F:23])[F:22])[C:6]([C:25]([OH:27])=[O:26])=[CH:5]2.[BH4-].[Na+]. Product: [Cl:1][C:2]1[CH:3]=[C:4]2[C:9](=[CH:10][C:11]=1[CH2:12][C:13]1[CH:14]=[CH:15][C:16]([CH2:19][OH:20])=[CH:17][CH:18]=1)[O:8][CH:7]([C:21]([F:24])([F:22])[F:23])[C:6]([C:25]([OH:27])=[O:26])=[CH:5]2. The catalyst class is: 92. (3) Reactant: ClC1C([N+]([O-])=O)=C(F)C=CC=1C([NH:6][S:7]([N:10]([CH:12]([CH3:14])[CH3:13])[CH3:11])(=[O:9])=[O:8])=O.[H][H].ClC(OCC)=O. Product: [CH:12]([N:10]([CH3:11])[S:7]([NH2:6])(=[O:9])=[O:8])([CH3:14])[CH3:13]. The catalyst class is: 465. (4) Reactant: [CH3:1][C:2]1[CH:7]=[CH:6][C:5]([C:8](=[O:17])[CH2:9][S:10][CH2:11][C:12]([O:14][CH2:15][CH3:16])=[O:13])=[CH:4][CH:3]=1.[CH3:18][C:19]([CH3:24])([CH2:22]O)[CH2:20][OH:21].C1(C)C=CC(S(O)(=O)=O)=CC=1. Product: [CH3:18][C:19]1([CH3:24])[CH2:20][O:21][C:8]([CH2:9][S:10][CH2:11][C:12]([O:14][CH2:15][CH3:16])=[O:13])([C:5]2[CH:6]=[CH:7][C:2]([CH3:1])=[CH:3][CH:4]=2)[O:17][CH2:22]1. The catalyst class is: 48. (5) Product: [C:19]([O:18][C:16]([NH:1][C@@H:2]([CH2:6][CH:7]1[CH2:9][CH2:8]1)[C:3]([OH:5])=[O:4])=[O:17])([CH3:22])([CH3:21])[CH3:20]. The catalyst class is: 20. Reactant: [NH2:1][C@@H:2]([CH2:6][CH:7]1[CH2:9][CH2:8]1)[C:3]([OH:5])=[O:4].C([O-])([O-])=O.[K+].[K+].[C:16](O[C:16]([O:18][C:19]([CH3:22])([CH3:21])[CH3:20])=[O:17])([O:18][C:19]([CH3:22])([CH3:21])[CH3:20])=[O:17]. (6) Reactant: [CH2:1]([N:8]1[CH2:12][CH2:11][CH:10]([CH2:13][OH:14])[CH2:9]1)[C:2]1[CH:7]=[CH:6][CH:5]=[CH:4][CH:3]=1.Cl[C:16]([O:18][CH:19]=[CH2:20])=[O:17]. Product: [CH:19]([O:18][C:16](=[O:17])[O:14][CH2:13][CH:10]1[CH2:11][CH2:12][N:8]([CH2:1][C:2]2[CH:7]=[CH:6][CH:5]=[CH:4][CH:3]=2)[CH2:9]1)=[CH2:20]. The catalyst class is: 26. (7) Product: [F:39][C:40]([F:45])([F:44])[C:41]([OH:43])=[O:42].[F:37][C:31]1[CH:32]=[CH:33][C:34]([F:36])=[CH:35][C:30]=1[C@@H:9]1[C@@H:8]([NH2:7])[CH2:13][C@@H:12]([N:14]2[CH2:21][C:20]3[C:16](=[N:17][N:18]([S:22]([CH:25]4[CH2:29][CH2:28][CH2:27][CH2:26]4)(=[O:23])=[O:24])[CH:19]=3)[CH2:15]2)[CH2:11][O:10]1. Reactant: C(OC(=O)[NH:7][C@H:8]1[CH2:13][C@@H:12]([N:14]2[CH2:21][C:20]3[C:16](=[N:17][N:18]([S:22]([CH:25]4[CH2:29][CH2:28][CH2:27][CH2:26]4)(=[O:24])=[O:23])[CH:19]=3)[CH2:15]2)[CH2:11][O:10][C@@H:9]1[C:30]1[CH:35]=[C:34]([F:36])[CH:33]=[CH:32][C:31]=1[F:37])CCC.[F:39][C:40]([F:45])([F:44])[C:41]([OH:43])=[O:42]. The catalyst class is: 4.